From a dataset of Full USPTO retrosynthesis dataset with 1.9M reactions from patents (1976-2016). Predict the reactants needed to synthesize the given product. Given the product [CH3:18][C:17]([C:15]1[CH:14]=[CH:13][N:12]2[C:8]([C:6]3[CH:5]=[CH:4][N:3]=[C:2]([C:31]4[CH:32]=[N:33][CH:34]=[CH:35][CH:36]=4)[N:7]=3)=[CH:9][N:10]=[C:11]2[N:16]=1)([O:19][Si:20]([CH2:25][CH3:26])([CH2:23][CH3:24])[CH2:21][CH3:22])[CH3:27], predict the reactants needed to synthesize it. The reactants are: Cl[C:2]1[N:7]=[C:6]([C:8]2[N:12]3[CH:13]=[CH:14][C:15]([C:17]([CH3:27])([O:19][Si:20]([CH2:25][CH3:26])([CH2:23][CH3:24])[CH2:21][CH3:22])[CH3:18])=[N:16][C:11]3=[N:10][CH:9]=2)[CH:5]=[CH:4][N:3]=1.C(B(CC)[C:31]1[CH:32]=[N:33][CH:34]=[CH:35][CH:36]=1)C.